From a dataset of Reaction yield outcomes from USPTO patents with 853,638 reactions. Predict the reaction yield, written as a fraction of the theoretical maximum amount of product (1.0 means a 100% yield; for example, 0.34 means a 34% yield). The reactants are [Br:1][C:2]1[CH:7]=[CH:6][N:5]=[C:4]2[NH:8][CH:9]=[CH:10][C:3]=12.FC(S(OS(C(F)(F)F)(=O)=O)(=O)=[O:16])(F)F.N1[C:30]2=[N+]([O-])C=C[CH:34]=[C:29]2[CH:28]=C1.CN(C)[CH:38]=[O:39]. The catalyst is [Br-].C([N+](CCCC)(CCCC)CCCC)CCC. The product is [Br:1][C:2]1[CH:7]=[CH:6][N:5]=[C:4]2[N:8]([C:38]([O:39][C:29]([CH3:30])([CH3:34])[CH3:28])=[O:16])[CH:9]=[CH:10][C:3]=12. The yield is 0.343.